Task: Predict the reactants needed to synthesize the given product.. Dataset: Full USPTO retrosynthesis dataset with 1.9M reactions from patents (1976-2016) (1) The reactants are: [F:1][C:2]([F:23])([F:22])[C:3]1[CH:4]=[C:5]([CH:19]=[CH:20][CH:21]=1)[C:6]([NH:8][C:9]1[CH:10]=[CH:11][C:12]([CH3:18])=[C:13]([CH:17]=1)[C:14]([OH:16])=O)=[O:7].ClC1N=C(OC)N=C(OC)N=1.CN1CCOCC1.[N:42]1([CH2:47][CH2:48][CH2:49][S:50]([C:53]2[CH:58]=[CH:57][C:56]([NH:59][C:60]3[N:65]=[CH:64][C:63]([NH2:66])=[CH:62][N:61]=3)=[CH:55][CH:54]=2)(=[O:52])=[O:51])[CH2:46][CH2:45][CH2:44][CH2:43]1. Given the product [CH3:18][C:12]1[CH:11]=[CH:10][C:9]([NH:8][C:6](=[O:7])[C:5]2[CH:19]=[CH:20][CH:21]=[C:3]([C:2]([F:1])([F:23])[F:22])[CH:4]=2)=[CH:17][C:13]=1[C:14]([NH:66][C:63]1[CH:64]=[N:65][C:60]([NH:59][C:56]2[CH:57]=[CH:58][C:53]([S:50]([CH2:49][CH2:48][CH2:47][N:42]3[CH2:46][CH2:45][CH2:44][CH2:43]3)(=[O:51])=[O:52])=[CH:54][CH:55]=2)=[N:61][CH:62]=1)=[O:16], predict the reactants needed to synthesize it. (2) Given the product [CH3:11][C:12]1[C:20]2[C:15](=[CH:16][N:17]=[C:18]([CH:21]=[O:22])[CH:19]=2)[O:14][CH:13]=1, predict the reactants needed to synthesize it. The reactants are: CS(C)=O.C(Cl)(=O)C(Cl)=O.[CH3:11][C:12]1[C:20]2[C:15](=[CH:16][N:17]=[C:18]([CH2:21][OH:22])[CH:19]=2)[O:14][CH:13]=1. (3) Given the product [C:1]([C:3]1([C:4]2[CH:9]=[CH:8][CH:7]=[CH:6][C:5]=2[C:10]#[N:11])[CH2:17][CH2:16][CH2:15][CH2:14]1)#[N:2], predict the reactants needed to synthesize it. The reactants are: [C:1]([CH2:3][C:4]1[C:5]([C:10]#[N:11])=[CH:6][CH:7]=[CH:8][CH:9]=1)#[N:2].[OH-].[Na+].[CH2:14](Br)[CH2:15][CH2:16][CH2:17]Br. (4) Given the product [ClH:1].[ClH:1].[C:3]12([CH2:13][C:14]([NH:16][C:17]3[C:26]([CH3:27])=[CH:25][CH:24]=[C:23]4[C:18]=3[CH:19]=[CH:20][C:21]([N:28]3[CH2:29][CH2:30][N:31]([CH2:43][CH2:42][OH:41])[CH2:32][CH2:33]3)=[N:22]4)=[O:15])[CH2:4][CH:5]3[CH2:6][CH:7]([CH2:8][CH:9]([CH2:11]3)[CH2:10]1)[CH2:12]2, predict the reactants needed to synthesize it. The reactants are: [ClH:1].Cl.[C:3]12([CH2:13][C:14]([NH:16][C:17]3[C:26]([CH3:27])=[CH:25][CH:24]=[C:23]4[C:18]=3[CH:19]=[CH:20][C:21]([N:28]3[CH2:33][CH2:32][NH:31][CH2:30][CH2:29]3)=[N:22]4)=[O:15])[CH2:12][CH:7]3[CH2:8][CH:9]([CH2:11][CH:5]([CH2:6]3)[CH2:4]1)[CH2:10]2.[Si]([O:41][CH2:42][CH:43]=O)(C(C)(C)C)(C)C.C(O[BH-](OC(=O)C)OC(=O)C)(=O)C.[Na+].C(=O)(O)[O-].[Na+]. (5) Given the product [Na:1].[CH:10]1[C:11]2[C:6](=[CH:5][CH:4]=[CH:3][CH:2]=2)[CH:7]=[CH:8][CH:9]=1, predict the reactants needed to synthesize it. The reactants are: [Na:1].[CH:2]1[C:11]2[C:6](=[CH:7][CH:8]=[CH:9][CH:10]=2)[CH:5]=[CH:4][CH:3]=1.FF. (6) Given the product [F:1][C:2]([F:21])([F:22])[C:3]1[CH:4]=[C:5]([NH:9][C:10]2[CH:11]=[C:12]([CH:18]=[CH:19][CH:20]=2)[C:13]([OH:15])=[O:14])[CH:6]=[CH:7][CH:8]=1, predict the reactants needed to synthesize it. The reactants are: [F:1][C:2]([F:22])([F:21])[C:3]1[CH:4]=[C:5]([NH:9][C:10]2[CH:11]=[C:12]([CH:18]=[CH:19][CH:20]=2)[C:13]([O:15]CC)=[O:14])[CH:6]=[CH:7][CH:8]=1.[OH-].[Na+].